Dataset: Forward reaction prediction with 1.9M reactions from USPTO patents (1976-2016). Task: Predict the product of the given reaction. (1) Given the reactants ClC1N=CN=C(OC2C=C3C(=CC=2)C(C(NCCN2CCOCC2)=O)=CC=C3)C=1.[N:30]1[CH:35]=[CH:34][C:33](CN)=[CH:32][CH:31]=1.[CH3:38][NH:39][C:40]1[N:45]=[CH:44][N:43]=[C:42]([O:46][C:47]2[CH:48]=[C:49]3[C:54](=[CH:55][CH:56]=2)[C:53]([C:57]([NH:59][CH2:60][CH2:61][N:62]2[CH2:67][CH2:66][O:65][CH2:64][CH2:63]2)=[O:58])=[CH:52][CH:51]=[CH:50]3)[CH:41]=1, predict the reaction product. The product is: [N:62]1([CH2:61][CH2:60][NH:59][C:57]([C:53]2[C:54]3[C:49](=[CH:48][C:47]([O:46][C:42]4[CH:41]=[C:40]([NH:39][CH2:38][C:34]5[CH:35]=[N:30][CH:31]=[CH:32][CH:33]=5)[N:45]=[CH:44][N:43]=4)=[CH:56][CH:55]=3)[CH:50]=[CH:51][CH:52]=2)=[O:58])[CH2:67][CH2:66][O:65][CH2:64][CH2:63]1. (2) Given the reactants Cl[C:2]1[N:7]=[C:6]2[N:8]([CH3:17])[C:9](=[O:16])[N:10]([CH2:11][C:12]([CH3:15])([CH3:14])[CH3:13])[C:5]2=[CH:4][CH:3]=1.[F:18][C:19]1[C:24]([Sn](CCCC)(CCCC)CCCC)=[CH:23][CH:22]=[CH:21][N:20]=1, predict the reaction product. The product is: [CH3:13][C:12]([CH3:15])([CH3:14])[CH2:11][N:10]1[C:5]2[C:6](=[N:7][C:2]([C:24]3[C:19]([F:18])=[N:20][CH:21]=[CH:22][CH:23]=3)=[CH:3][CH:4]=2)[N:8]([CH3:17])[C:9]1=[O:16].